The task is: Predict the product of the given reaction.. This data is from Forward reaction prediction with 1.9M reactions from USPTO patents (1976-2016). (1) Given the reactants [Br:1][C:2]1[CH:3]=[CH:4][C:5]([O:11][C:12]2[CH:17]=[CH:16][C:15]([Cl:18])=[C:14]([Cl:19])[CH:13]=2)=[C:6]([CH:10]=1)[CH2:7][NH:8][CH3:9].CCN(CC)CC.[C:35](O[C:35]([O:37][C:38]([CH3:41])([CH3:40])[CH3:39])=[O:36])([O:37][C:38]([CH3:41])([CH3:40])[CH3:39])=[O:36], predict the reaction product. The product is: [C:38]([O:37][C:35](=[O:36])[N:8]([CH2:7][C:6]1[CH:10]=[C:2]([Br:1])[CH:3]=[CH:4][C:5]=1[O:11][C:12]1[CH:17]=[CH:16][C:15]([Cl:18])=[C:14]([Cl:19])[CH:13]=1)[CH3:9])([CH3:39])([CH3:40])[CH3:41]. (2) Given the reactants Cl[C:2]1[N:3]=[CH:4][C:5]2[N:6]([CH3:22])[C:7](=[O:21])[C:8]([F:20])([F:19])[CH2:9][N:10]([CH:13]3[CH2:18][CH2:17][CH2:16][CH2:15][CH2:14]3)[C:11]=2[N:12]=1.[NH2:23][C:24]1[CH:32]=[CH:31][C:27]([C:28]([OH:30])=[O:29])=[CH:26][C:25]=1[O:33][CH3:34], predict the reaction product. The product is: [CH:13]1([N:10]2[CH2:9][C:8]([F:20])([F:19])[C:7](=[O:21])[N:6]([CH3:22])[C:5]3[CH:4]=[N:3][C:2]([NH:23][C:24]4[CH:32]=[CH:31][C:27]([C:28]([OH:30])=[O:29])=[CH:26][C:25]=4[O:33][CH3:34])=[N:12][C:11]2=3)[CH2:18][CH2:17][CH2:16][CH2:15][CH2:14]1. (3) The product is: [F:7][C:8]1[CH:13]=[CH:12][CH:11]=[C:10]([F:14])[C:9]=1[C:15]1[CH:19]=[CH:18][N:17]([CH2:21][C:22]([O:24][CH2:25][CH:26]=[CH2:27])=[O:23])[N:16]=1. Given the reactants C(=O)([O-])[O-].[K+].[K+].[F:7][C:8]1[CH:13]=[CH:12][CH:11]=[C:10]([F:14])[C:9]=1[C:15]1[CH:19]=[CH:18][NH:17][N:16]=1.Br[CH2:21][C:22]([O:24][CH2:25][CH:26]=[CH2:27])=[O:23], predict the reaction product. (4) Given the reactants [CH3:1][C:2]1[CH:3]=[CH:4][CH:5]=[C:6]2[C:10]=1[N:9]([CH2:11][CH2:12][O:13][CH3:14])[CH:8]=[C:7]2[C:15]([OH:17])=O.Cl.[F:19][C:20]1[CH:21]=[C:22]([CH:31]=[C:32]([CH:34]2[CH2:39][CH2:38][NH:37][CH2:36][CH2:35]2)[CH:33]=1)[CH2:23][NH:24][C:25](=[O:30])[C:26]([F:29])([F:28])[F:27], predict the reaction product. The product is: [F:28][C:26]([F:27])([F:29])[C:25]([NH:24][CH2:23][C:22]1[CH:31]=[C:32]([CH:34]2[CH2:35][CH2:36][N:37]([C:15]([C:7]3[C:6]4[C:10](=[C:2]([CH3:1])[CH:3]=[CH:4][CH:5]=4)[N:9]([CH2:11][CH2:12][O:13][CH3:14])[CH:8]=3)=[O:17])[CH2:38][CH2:39]2)[CH:33]=[C:20]([F:19])[CH:21]=1)=[O:30]. (5) Given the reactants C([NH:5][C:6]([NH:8][C@H:9]([C:12]1[CH:17]=[CH:16][C:15]([O:18][CH3:19])=[CH:14][CH:13]=1)[CH2:10]O)=[S:7])(C)(C)C.Cl.CC[Cl:23], predict the reaction product. The product is: [ClH:23].[CH3:19][O:18][C:15]1[CH:16]=[CH:17][C:12]([C@@H:9]2[CH2:10][S:7][C:6]([NH2:5])=[N:8]2)=[CH:13][CH:14]=1. (6) Given the reactants [F:1][CH:2]([F:33])[O:3][C:4]1[C:13]2[C:8](=[C:9]([F:20])[CH:10]=[CH:11][C:12]=2[O:14][CH2:15][C:16]([O:18][CH3:19])=[O:17])[N:7]=[C:6]([CH2:21][CH3:22])[C:5]=1[CH2:23][C:24]1[CH:29]=[CH:28][C:27](B(O)O)=[CH:26][CH:25]=1.[CH:34]1([C:37]2[NH:41][N:40]=[CH:39][CH:38]=2)[CH2:36][CH2:35]1, predict the reaction product. The product is: [CH3:19][O:18][C:16](=[O:17])[CH2:15][O:14][C:12]1[CH:11]=[CH:10][C:9]([F:20])=[C:8]2[C:13]=1[C:4]([O:3][CH:2]([F:33])[F:1])=[C:5]([CH2:23][C:24]1[CH:29]=[CH:28][C:27]([N:40]3[CH:39]=[CH:38][C:37]([CH:34]4[CH2:36][CH2:35]4)=[N:41]3)=[CH:26][CH:25]=1)[C:6]([CH2:21][CH3:22])=[N:7]2. (7) Given the reactants [OH-:1].[Na+].S([N:13]1[C:21]2[CH:20]=[CH:19][CH:18]=[CH:17][C:16]=2[C:15]2[CH2:22][N:23](C([O-])=O)[CH2:24][CH2:25][CH2:26][C:14]1=2)(C1C=CC(C)=CC=1)(=O)=O.C(Cl)[Cl:31].[CH3:33][OH:34], predict the reaction product. The product is: [ClH:31].[CH2:15]([O:1][C:25]1[CH:26]=[CH:14][N:13]([C:19]2[CH:18]=[CH:17][C:16]3[C:15]4[CH2:22][NH:23][CH2:24][CH2:25][CH2:26][C:14]=4[NH:13][C:21]=3[CH:20]=2)[C:33](=[O:34])[CH:24]=1)[C:16]1[CH:17]=[CH:18][CH:19]=[CH:20][CH:21]=1.